Dataset: Forward reaction prediction with 1.9M reactions from USPTO patents (1976-2016). Task: Predict the product of the given reaction. (1) Given the reactants [N+:1]([C:4]1[CH:5]=[N:6][C:7]([N:10]2[CH2:13][CH:12]([OH:14])[CH2:11]2)=[N:8][CH:9]=1)([O-])=O, predict the reaction product. The product is: [NH2:1][C:4]1[CH:5]=[N:6][C:7]([N:10]2[CH2:11][CH:12]([OH:14])[CH2:13]2)=[N:8][CH:9]=1. (2) The product is: [CH3:18][O:17][C:4]1[CH:3]=[C:2]([C:24]2[CH:23]=[CH:22][CH:21]=[C:20]([Cl:19])[CH:25]=2)[N:7]=[C:6]([N:8]2[CH:12]=[CH:11][C:10]([C:13]([F:16])([F:15])[F:14])=[N:9]2)[N:5]=1. Given the reactants Cl[C:2]1[N:7]=[C:6]([N:8]2[CH:12]=[CH:11][C:10]([C:13]([F:16])([F:15])[F:14])=[N:9]2)[N:5]=[C:4]([O:17][CH3:18])[CH:3]=1.[Cl:19][C:20]1[CH:21]=[C:22](B(O)O)[CH:23]=[CH:24][CH:25]=1.COC1C=C(C2C=CC=CC=2)N=C(N2C=CC(C(F)(F)F)=N2)N=1, predict the reaction product.